This data is from TCR-epitope binding with 47,182 pairs between 192 epitopes and 23,139 TCRs. The task is: Binary Classification. Given a T-cell receptor sequence (or CDR3 region) and an epitope sequence, predict whether binding occurs between them. (1) The epitope is AIMTRCLAV. The TCR CDR3 sequence is CASRPQRESGEQFF. Result: 1 (the TCR binds to the epitope). (2) Result: 0 (the TCR does not bind to the epitope). The epitope is RPRGEVRFL. The TCR CDR3 sequence is CASSEVLDTTDTQYF. (3) Result: 1 (the TCR binds to the epitope). The epitope is KAFSPEVIPMF. The TCR CDR3 sequence is CAIGGHDYGYTF.